From a dataset of Forward reaction prediction with 1.9M reactions from USPTO patents (1976-2016). Predict the product of the given reaction. (1) Given the reactants [Cl:1][C:2]1[CH:7]=[CH:6][CH:5]=[CH:4][C:3]=1[N:8]1[C:17](=[O:18])[C:16]2[C:11](=[N:12][C:13](S(C)=O)=[N:14][CH:15]=2)[N:10]2[CH:22]=[CH:23][N:24]=[C:9]12.[NH2:25][C:26]1[CH:31]=[CH:30][C:29]([CH:32]2[CH2:37][CH2:36][CH2:35][CH2:34][N:33]2C(OC(C)(C)C)=O)=[CH:28][CH:27]=1.[F:45][C:46]([F:51])([F:50])[C:47]([OH:49])=[O:48], predict the reaction product. The product is: [Cl:1][C:2]1[CH:7]=[CH:6][CH:5]=[CH:4][C:3]=1[N:8]1[C:17](=[O:18])[C:16]2[CH:15]=[N:14][C:13]([NH:25][C:26]3[CH:27]=[CH:28][C:29]([CH:32]4[CH2:37][CH2:36][CH2:35][CH2:34][NH:33]4)=[CH:30][CH:31]=3)=[N:12][C:11]=2[N:10]2[CH:22]=[CH:23][N:24]=[C:9]12.[F:45][C:46]([F:51])([F:50])[C:47]([OH:49])=[O:48]. (2) Given the reactants [C:1]([O:5][C:6](=[O:36])[CH2:7][CH2:8][NH:9][CH:10]([C:15]1[CH:24]=[CH:23][C:22]2[C:17](=[CH:18][CH:19]=[C:20]([O:25][CH:26]3[CH2:31][CH2:30][CH:29]([C:32]([CH3:35])([CH3:34])[CH3:33])[CH2:28][CH2:27]3)[CH:21]=2)[CH:16]=1)[C:11]([F:14])([F:13])[F:12])(C)(C)C.O1CCOCC1, predict the reaction product. The product is: [CH3:1][O:5][C:6](=[O:36])[CH2:7][CH2:8][NH:9][CH:10]([C:15]1[CH:24]=[CH:23][C:22]2[C:17](=[CH:18][CH:19]=[C:20]([O:25][CH:26]3[CH2:27][CH2:28][CH:29]([C:32]([CH3:34])([CH3:33])[CH3:35])[CH2:30][CH2:31]3)[CH:21]=2)[CH:16]=1)[C:11]([F:14])([F:13])[F:12].